From a dataset of Forward reaction prediction with 1.9M reactions from USPTO patents (1976-2016). Predict the product of the given reaction. (1) Given the reactants [H-].[Na+].[CH3:3][C:4]1([CH3:15])[O:8][C@@H:7]([C@@H:9]2[CH2:13][NH:12][C:11](=[O:14])[CH2:10]2)[CH2:6][O:5]1.[CH2:16](Br)[C:17]1[CH:22]=[CH:21][CH:20]=[CH:19][CH:18]=1, predict the reaction product. The product is: [CH2:16]([N:12]1[CH2:13][C@@H:9]([C@H:7]2[CH2:6][O:5][C:4]([CH3:15])([CH3:3])[O:8]2)[CH2:10][C:11]1=[O:14])[C:17]1[CH:22]=[CH:21][CH:20]=[CH:19][CH:18]=1. (2) Given the reactants C(OC([NH:8][C:9](=[N:64]C(OC(C)(C)C)=O)[NH:10][C:11]1[CH:63]=[CH:62][C:14]([C:15]([O:17][C:18]2[CH:23]=[CH:22][C:21]([CH2:24][C:25]([NH:27][C@H:28]([C:54]([O:56]C(C)(C)C)=[O:55])[CH2:29][C:30]3[N:34]=[CH:33][N:32](C(C4C=CC=CC=4)(C4C=CC=CC=4)C4C=CC=CC=4)[CH:31]=3)=[O:26])=[C:20]([Cl:61])[CH:19]=2)=[O:16])=[CH:13][CH:12]=1)=O)(C)(C)C.FC(F)(F)C(O)=O, predict the reaction product. The product is: [NH:10]([C:11]1[CH:63]=[CH:62][C:14]([C:15]([O:17][C:18]2[CH:23]=[CH:22][C:21]([CH2:24][C:25]([NH:27][C@H:28]([C:54]([OH:56])=[O:55])[CH2:29][C:30]3[N:34]=[CH:33][NH:32][CH:31]=3)=[O:26])=[C:20]([Cl:61])[CH:19]=2)=[O:16])=[CH:13][CH:12]=1)[C:9]([NH2:64])=[NH:8]. (3) Given the reactants [CH3:1][O:2][C:3]1[CH:12]=[C:11]([N+:13]([O-])=O)[CH:10]=[CH:9][C:4]=1[C:5]([O:7][CH3:8])=[O:6].[O-]S([O-])(=O)=O.[Na+].[Na+], predict the reaction product. The product is: [NH2:13][C:11]1[CH:10]=[CH:9][C:4]([C:5]([O:7][CH3:8])=[O:6])=[C:3]([O:2][CH3:1])[CH:12]=1. (4) The product is: [CH3:1][S:2]([C:5]1[CH:6]=[C:7]([CH:12]=[CH:13][CH:14]=1)[C:8]([NH:16][NH2:17])=[O:9])(=[O:4])=[O:3]. Given the reactants [CH3:1][S:2]([C:5]1[CH:6]=[C:7]([CH:12]=[CH:13][CH:14]=1)[C:8](OC)=[O:9])(=[O:4])=[O:3].O.[NH2:16][NH2:17], predict the reaction product. (5) Given the reactants [Br:1][C:2]1[CH:7]=[CH:6][C:5]([C:8]([F:11])([F:10])[F:9])=[CH:4][C:3]=1[C@@H:12]([NH:17][C:18](=[O:27])[O:19][CH2:20][C:21]1[CH:26]=[CH:25][CH:24]=[CH:23][CH:22]=1)[CH2:13][CH2:14][CH:15]=[CH2:16].C([C:30]1[CH:35]=[C:34]([C:36]([F:39])([F:38])[F:37])[CH:33]=[C:32]([CH3:40])[CH:31]=1)=C, predict the reaction product. The product is: [Br:1][C:2]1[CH:7]=[CH:6][C:5]([C:8]([F:11])([F:10])[F:9])=[CH:4][C:3]=1[C@H:12]([NH:17][C:18](=[O:27])[O:19][CH2:20][C:21]1[CH:22]=[CH:23][CH:24]=[CH:25][CH:26]=1)[CH2:13][CH2:14]/[CH:15]=[CH:16]/[C:30]1[CH:35]=[C:34]([C:36]([F:37])([F:39])[F:38])[CH:33]=[C:32]([CH3:40])[CH:31]=1. (6) Given the reactants [CH3:1][N:2]1[C:7](=[O:8])[CH:6]=[C:5]([NH:9][CH3:10])[N:4]=[C:3]1SC, predict the reaction product. The product is: [CH3:1][N:2]1[C:7](=[O:8])[CH:6]=[C:5]([NH:9][CH3:10])[N:4]=[CH:3]1. (7) Given the reactants C1C=C(Cl)C=C(C(OO)=[O:9])C=1.[C:12]([C:16]1[C:17]([OH:42])=[C:18]([C:36]([CH3:41])=[C:37]([S:39][CH3:40])[CH:38]=1)[C:19]([NH:21][C:22]1[CH:27]=[CH:26][C:25]([S:28]([C:31]([F:34])([F:33])[F:32])(=[O:30])=[O:29])=[CH:24][C:23]=1[Cl:35])=[O:20])([CH3:15])([CH3:14])[CH3:13], predict the reaction product. The product is: [C:12]([C:16]1[C:17]([OH:42])=[C:18]([C:36]([CH3:41])=[C:37]([S:39]([CH3:40])=[O:9])[CH:38]=1)[C:19]([NH:21][C:22]1[CH:27]=[CH:26][C:25]([S:28]([C:31]([F:34])([F:32])[F:33])(=[O:30])=[O:29])=[CH:24][C:23]=1[Cl:35])=[O:20])([CH3:15])([CH3:14])[CH3:13]. (8) Given the reactants [F:1][C:2]1([F:16])[CH2:6][N:5]([C:7]([O:9][C:10]([CH3:13])([CH3:12])[CH3:11])=[O:8])[C@@H:4]([CH2:14][OH:15])[CH2:3]1.CC(OI1(OC(C)=O)(OC(C)=O)OC(=O)C2C=CC=CC1=2)=O, predict the reaction product. The product is: [F:16][C:2]1([F:1])[CH2:6][N:5]([C:7]([O:9][C:10]([CH3:11])([CH3:12])[CH3:13])=[O:8])[C@@H:4]([CH:14]=[O:15])[CH2:3]1. (9) Given the reactants [O:1]=[C:2]1[N:7]([CH2:8][C:9]([OH:11])=O)[N:6]=[N:5][C:4]2[CH:12]=[CH:13][CH:14]=[CH:15][C:3]1=2.C(Cl)(=O)C(Cl)=O.[C:22]1([CH2:28][CH2:29][NH2:30])[CH:27]=[CH:26][CH:25]=[CH:24][CH:23]=1.C(N(CC)CC)C, predict the reaction product. The product is: [O:1]=[C:2]1[N:7]([CH2:8][C:9]([NH:30][CH2:29][CH2:28][C:22]2[CH:27]=[CH:26][CH:25]=[CH:24][CH:23]=2)=[O:11])[N:6]=[N:5][C:4]2[CH:12]=[CH:13][CH:14]=[CH:15][C:3]1=2.